From a dataset of NCI-60 drug combinations with 297,098 pairs across 59 cell lines. Regression. Given two drug SMILES strings and cell line genomic features, predict the synergy score measuring deviation from expected non-interaction effect. Cell line: NCI-H226. Drug 2: CC1=C2C(C(=O)C3(C(CC4C(C3C(C(C2(C)C)(CC1OC(=O)C(C(C5=CC=CC=C5)NC(=O)C6=CC=CC=C6)O)O)OC(=O)C7=CC=CC=C7)(CO4)OC(=O)C)O)C)OC(=O)C. Drug 1: C1=C(C(=O)NC(=O)N1)N(CCCl)CCCl. Synergy scores: CSS=21.9, Synergy_ZIP=-6.41, Synergy_Bliss=-5.55, Synergy_Loewe=-40.2, Synergy_HSA=-2.57.